Dataset: Experimentally validated miRNA-target interactions with 360,000+ pairs, plus equal number of negative samples. Task: Binary Classification. Given a miRNA mature sequence and a target amino acid sequence, predict their likelihood of interaction. (1) The miRNA is hsa-miR-6821-5p with sequence GUGCGUGGUGGCUCGAGGCGGGG. The protein sequence of the target gene is MSPPSATAGDINHREVDPTIWRACAGASVQIPVLHSRVYYFPQGHVEHCCPLLSTLPSSTSPVPCIITSIQLLADPVTDEVFAHLILQPMTQQQFTPTNYSRFGRFDGDVDDNNKVTTFAKILTPSDANNGGGFSVPRFCADSVFPLLNFQIDPPVQKLYVTDIHGAVWDFRHIYRGTPRRHLLTTGWSKFVNSKKLIAGDSVVFMRKSADEMFIGVRRTPISSSDGGSSYYGGDEYNGYYSQSSVAKEDDGSPKKTFRRSGNGKLTAEAVTDAINRASQGLPFEVVFYPAAGWSEFVVR.... Result: 0 (no interaction). (2) The miRNA is mmu-miR-5112 with sequence UAGCUCAGCGGGAGAGCAC. The protein sequence of the target gene is MAAVVEVEVGGGALAERELDEVDMSDLSPEEQWRVEHARMHAKHRGHEAMHAEMVLILIATLVVAQLLLVQWKQRHPRSYNMVTLFQMWVVPLYFTVKLHWWRFLVIWIFFSAVTAFVTFRATRKPLVQTTPRLVYKWFLLIYKISYATGIVGYMAVMFTLFGLNLLFKIKPEDAMDFGISLLFYGLYYGVLERDFAEMCADYMASTIGFYSESGMPTKHLSDSVCAVCGQQIFVDVNEEGIIENTYRLSCNHVFHEFCIRGWCIVGKKQTCPYCKEKVDLKRMFSNPWERPHVMYGQLL.... Result: 0 (no interaction). (3) The miRNA is hsa-miR-6783-3p with sequence UUCCUGGGCUUCUCCUCUGUAG. The protein sequence of the target gene is MNRFGTRLVGATATSSPPPKARSNENLDKIDMSLDDIIKLNRKEGKKQNFPRLNRRLLQQSGAQQFRMRVRWGIQQNSGFGKTSLNRRGRVMPGKRRPNGVITGLAARKTTGIRKGISPMNRPPLSDKNIEQYFPVLKRKANLLRQNEGQRKPVAVLKRPSQLSRKNNIPANFTRSGNKLNHQKDTRQATFLFRRGLKVQAQLNTEQLLDDVVAKRTRQWRTSTTNGGILTVSIDNPGAVQCPVTQKPRLTRTAVPSFLTKREQSDVKKVPKGVPLQFDINSVGKQTGMTLNERFGILKE.... Result: 1 (interaction). (4) The miRNA is hsa-miR-30e-3p with sequence CUUUCAGUCGGAUGUUUACAGC. The protein sequence of the target gene is MTSSGPGPRFLLLLPLLLPPAASASDRPRGRDPVNPEKLLVITVATAETEGYLRFLRSAEFFNYTVRTLGLGEEWRGGDVARTVGGGQKVRWLKKEMEKYADREDMIIMFVDSYDVILAGSPTELLKKFVQSGSRLLFSAESFCWPEWGLAEQYPEVGTGKRFLNSGGFIGFATTIHQIVRQWKYKDDDDDQLFYTRLYLDPGLREKLSLNLDHKSRIFQNLNGALDEVVLKFDRNRVRIRNVAYDTLPIVVHGNGPTKLQLNYLGNYVPNGWTPEGGCGFCNQDRRTLPGGQPPPRVFL.... Result: 0 (no interaction).